This data is from Full USPTO retrosynthesis dataset with 1.9M reactions from patents (1976-2016). The task is: Predict the reactants needed to synthesize the given product. Given the product [O:21]1[C:25]2[CH:26]=[CH:27][CH:28]=[CH:29][C:24]=2[CH:23]=[C:22]1[C:2]1[C:3]([CH3:20])=[N:4][CH:5]=[C:6]([C:9]=1[NH:10][C:11]1[CH:19]=[CH:18][CH:17]=[C:16]2[C:12]=1[CH:13]=[CH:14][NH:15]2)[C:7]#[N:8], predict the reactants needed to synthesize it. The reactants are: I[C:2]1[C:3]([CH3:20])=[N:4][CH:5]=[C:6]([C:9]=1[NH:10][C:11]1[CH:19]=[CH:18][CH:17]=[C:16]2[C:12]=1[CH:13]=[CH:14][NH:15]2)[C:7]#[N:8].[O:21]1[C:25]2[CH:26]=[CH:27][CH:28]=[CH:29][C:24]=2[CH:23]=[C:22]1B(O)O.COC1C=C(C2C(C)=NC=C(C=2NC2C=CC=C3C=2C=CN3)C#N)C=CC=1OC.